Dataset: Peptide-MHC class I binding affinity with 185,985 pairs from IEDB/IMGT. Task: Regression. Given a peptide amino acid sequence and an MHC pseudo amino acid sequence, predict their binding affinity value. This is MHC class I binding data. The MHC is HLA-A31:01 with pseudo-sequence HLA-A31:01. The peptide sequence is FMHSAAPIT. The binding affinity (normalized) is 0.